The task is: Predict the reaction yield, written as a fraction of the theoretical maximum amount of product (1.0 means a 100% yield; for example, 0.34 means a 34% yield).. This data is from Reaction yield outcomes from USPTO patents with 853,638 reactions. (1) The reactants are [CH3:1][O:2][C:3]1[CH:39]=[CH:38][C:6]([CH2:7][N:8]2[C:12]3=[N:13][CH:14]=[CH:15][C:16]([NH:17][C:18]4[CH:27]=[CH:26][C:21]([C:22]([O:24]C)=[O:23])=[CH:20][CH:19]=4)=[C:11]3[C:10]([NH:28][C@@H:29]3[CH2:33][CH2:32][N:31]([C:34](=[O:37])[CH2:35][CH3:36])[CH2:30]3)=[N:9]2)=[CH:5][CH:4]=1.[OH-].[Na+].Cl. The catalyst is C1COCC1.O. The product is [CH3:1][O:2][C:3]1[CH:4]=[CH:5][C:6]([CH2:7][N:8]2[C:12]3=[N:13][CH:14]=[CH:15][C:16]([NH:17][C:18]4[CH:19]=[CH:20][C:21]([C:22]([OH:24])=[O:23])=[CH:26][CH:27]=4)=[C:11]3[C:10]([NH:28][C@@H:29]3[CH2:33][CH2:32][N:31]([C:34](=[O:37])[CH2:35][CH3:36])[CH2:30]3)=[N:9]2)=[CH:38][CH:39]=1. The yield is 1.00. (2) The reactants are C([O:3][C:4](=[O:34])[C:5]1[CH:10]=[CH:9][CH:8]=[C:7]([N:11]2[C:15]([CH3:16])=[CH:14][CH:13]=[C:12]2[C:17]2[CH:22]=[C:21]([Br:23])[CH:20]=[CH:19][C:18]=2[O:24][CH2:25][C:26]2[CH:31]=[CH:30][C:29]([F:32])=[CH:28][C:27]=2[F:33])[CH:6]=1)C.[OH-].[Na+]. The catalyst is CCO. The product is [Br:23][C:21]1[CH:20]=[CH:19][C:18]([O:24][CH2:25][C:26]2[CH:31]=[CH:30][C:29]([F:32])=[CH:28][C:27]=2[F:33])=[C:17]([C:12]2[N:11]([C:7]3[CH:6]=[C:5]([CH:10]=[CH:9][CH:8]=3)[C:4]([OH:34])=[O:3])[C:15]([CH3:16])=[CH:14][CH:13]=2)[CH:22]=1. The yield is 0.900.